Dataset: Tyrosyl-DNA phosphodiesterase HTS with 341,365 compounds. Task: Binary Classification. Given a drug SMILES string, predict its activity (active/inactive) in a high-throughput screening assay against a specified biological target. (1) The drug is S(c1cc(c(cc1)C)C)c1ncccc1C(=O)NCc1c(O)ccc([N+]([O-])=O)c1. The result is 0 (inactive). (2) The compound is S(=O)(=O)(N(c1c(C(=O)N2CCOCC2)cccc1)C)C. The result is 0 (inactive). (3) The molecule is s1c(/C=C2\N(C(=C(C2=O)C(OC)=O)C)c2ccc(cc2)C)ccc1. The result is 0 (inactive). (4) The compound is S1(=O)(=O)CC(C(C1)CC(=O)Nc1c(CC)cccc1)CC(=O)Nc1c(CC)cccc1. The result is 0 (inactive). (5) The drug is o1c2c(cc1C(=O)N\N=C\c1cc3OCOc3cc1)cccc2. The result is 1 (active). (6) The molecule is O=C(NCCc1ccccc1)c1ccc(NC(=O)C)cc1. The result is 0 (inactive).